Dataset: Experimentally validated miRNA-target interactions with 360,000+ pairs, plus equal number of negative samples. Task: Binary Classification. Given a miRNA mature sequence and a target amino acid sequence, predict their likelihood of interaction. The miRNA is rno-miR-327 with sequence CCUUGAGGGGCAUGAGGGU. The protein sequence of the target gene is MLRNLLALRQIGQRTISTASRRHFKNKVPEKQKLFQEDDEIPLYLKGGVADALLYRATMILTVGGTAYAIYELAVASFPKKQE. Result: 0 (no interaction).